From a dataset of Forward reaction prediction with 1.9M reactions from USPTO patents (1976-2016). Predict the product of the given reaction. Given the reactants [H-].[Na+].[Br:3][C:4]1[N:5]=[C:6]2[N:12]=[CH:11][NH:10][C:7]2=[N:8][CH:9]=1.[CH3:13][Si:14]([CH3:21])([CH3:20])[CH2:15][CH2:16][O:17][CH2:18]Cl, predict the reaction product. The product is: [Br:3][C:4]1[N:5]=[C:6]2[N:12]=[CH:11][N:10]([CH2:18][O:17][CH2:16][CH2:15][Si:14]([CH3:21])([CH3:20])[CH3:13])[C:7]2=[N:8][CH:9]=1.[Br:3][C:4]1[N:5]=[C:6]2[N:12]([CH2:18][O:17][CH2:16][CH2:15][Si:14]([CH3:21])([CH3:20])[CH3:13])[CH:11]=[N:10][C:7]2=[N:8][CH:9]=1.